Task: Predict which catalyst facilitates the given reaction.. Dataset: Catalyst prediction with 721,799 reactions and 888 catalyst types from USPTO (1) Reactant: Cl.[NH2:2][C@H:3]([C:14]([O:16][CH3:17])=[O:15])[CH2:4][C:5]1[C:13]2[C:8](=[CH:9][CH:10]=[CH:11][CH:12]=2)[NH:7][CH:6]=1.C(N(CC)CC)C.[CH3:25][C:26]1[CH:36]=[CH:35][CH:34]=[CH:33][C:27]=1[CH:28]=[CH:29][C:30](O)=[O:31].CCN=C=NCCCN(C)C.Cl. Product: [CH3:25][C:26]1[CH:36]=[CH:35][CH:34]=[CH:33][C:27]=1[CH:28]=[CH:29][C:30]([NH:2][C@H:3]([C:14]([O:16][CH3:17])=[O:15])[CH2:4][C:5]1[C:13]2[C:8](=[CH:9][CH:10]=[CH:11][CH:12]=2)[NH:7][CH:6]=1)=[O:31]. The catalyst class is: 2. (2) Reactant: [N:1]1[C:10]2[C:5](=[CH:6][CH:7]=[CH:8][CH:9]=2)[CH:4]=[C:3]([NH2:11])[CH:2]=1.[F:12][C:13]([F:31])([F:30])[C:14]([C:17]1[CH:26]=[CH:25][C:24]2[CH2:23][C@H:22]([C:27](O)=[O:28])[CH2:21][CH2:20][C:19]=2[N:18]=1)([CH3:16])[CH3:15].F[P-](F)(F)(F)(F)F.C[N+](C)=C(N(C)C)ON1C2N=CC=CC=2N=N1.C(N(CC)C(C)C)(C)C.C1C=NC2N(O)N=NC=2C=1. Product: [N:1]1[C:10]2[C:5](=[CH:6][CH:7]=[CH:8][CH:9]=2)[CH:4]=[C:3]([NH:11][C:27]([C@@H:22]2[CH2:21][CH2:20][C:19]3[N:18]=[C:17]([C:14]([CH3:16])([CH3:15])[C:13]([F:31])([F:30])[F:12])[CH:26]=[CH:25][C:24]=3[CH2:23]2)=[O:28])[CH:2]=1. The catalyst class is: 60. (3) Reactant: C[O:2][C:3]1[CH:4]=[C:5]2[C:10](=[CH:11][CH:12]=1)[N:9]=[CH:8][N:7]([C:13]1[CH:14]=[C:15]([NH:20][C:21](=[O:32])[C:22]3[CH:27]=[CH:26][CH:25]=[C:24]([C:28]([F:31])([F:30])[F:29])[CH:23]=3)[CH:16]=[CH:17][C:18]=1[CH3:19])[C:6]2=[O:33].B(Br)(Br)Br. Product: [OH:2][C:3]1[CH:4]=[C:5]2[C:10](=[CH:11][CH:12]=1)[N:9]=[CH:8][N:7]([C:13]1[CH:14]=[C:15]([NH:20][C:21](=[O:32])[C:22]3[CH:27]=[CH:26][CH:25]=[C:24]([C:28]([F:30])([F:31])[F:29])[CH:23]=3)[CH:16]=[CH:17][C:18]=1[CH3:19])[C:6]2=[O:33]. The catalyst class is: 2.